From a dataset of Full USPTO retrosynthesis dataset with 1.9M reactions from patents (1976-2016). Predict the reactants needed to synthesize the given product. (1) Given the product [CH2:48]([O:50][C:2]1[C:3]([N+:30]([O-:32])=[O:31])=[CH:4][C:5]2[N:27]([OH:28])[C:9]([C:10]3[CH:11]=[CH:12][C:13]([NH:16][C:17](=[O:26])/[CH:18]=[CH:19]/[C:20]4[CH:21]=[CH:22][CH:23]=[CH:24][CH:25]=4)=[CH:14][CH:15]=3)=[N:8][C:6]=2[CH:7]=1)[CH3:49], predict the reactants needed to synthesize it. The reactants are: F[C:2]1[C:3]([N+:30]([O-:32])=[O:31])=[CH:4][C:5]([N+:27]([O-])=[O:28])=[C:6]([NH:8][CH2:9][C:10]2[CH:15]=[CH:14][C:13]([NH:16][C:17](=[O:26])/[CH:18]=[CH:19]/[C:20]3[CH:25]=[CH:24][CH:23]=[CH:22][CH:21]=3)=[CH:12][CH:11]=2)[CH:7]=1.[H-].[Na+].C(O)(=O)CC(CC(O)=O)(C(O)=O)O.[CH2:48]([OH:50])[CH3:49]. (2) Given the product [Br:1][C:2]1[CH:3]=[CH:4][C:5]([CH2:8][CH2:9][CH2:10][N:11]([CH2:12][CH2:13][CH2:14][O:15][CH3:16])[C:27](=[O:28])[O:26][C:23]([CH3:25])([CH3:24])[CH3:22])=[CH:6][CH:7]=1, predict the reactants needed to synthesize it. The reactants are: [Br:1][C:2]1[CH:7]=[CH:6][C:5]([CH2:8][CH2:9][CH2:10][NH:11][CH2:12][CH2:13][CH2:14][O:15][CH3:16])=[CH:4][CH:3]=1.C1COCC1.[CH3:22][C:23]([O:26][C:27](O[C:27]([O:26][C:23]([CH3:25])([CH3:24])[CH3:22])=[O:28])=[O:28])([CH3:25])[CH3:24]. (3) Given the product [CH3:39][S:40]([O:8][CH2:9][CH2:10][N:11]1[CH:15]=[CH:14][N:13]=[C:12]1[C:16]([OH:20])([C:18]#[CH:19])[CH3:17])(=[O:42])=[O:41], predict the reactants needed to synthesize it. The reactants are: [Si]([O:8][CH2:9][CH2:10][N:11]1[CH:15]=[CH:14][N:13]=[C:12]1[C:16]([OH:20])([C:18]#[CH:19])[CH3:17])(C(C)(C)C)(C)C.CCCC[N+](CCCC)(CCCC)CCCC.[F-].[CH3:39][S:40](N1C=CN=C1)(=[O:42])=[O:41].